From a dataset of Full USPTO retrosynthesis dataset with 1.9M reactions from patents (1976-2016). Predict the reactants needed to synthesize the given product. (1) Given the product [CH3:1][O:2][C:3]1[CH:18]=[CH:17][CH:16]=[CH:15][C:4]=1[O:5][C:6]1[C:7]([OH:9])=[N:30][C:29]([C:25]2[N:24]=[N:23][CH:28]=[CH:27][CH:26]=2)=[N:31][C:11]=1[OH:13], predict the reactants needed to synthesize it. The reactants are: [CH3:1][O:2][C:3]1[CH:18]=[CH:17][CH:16]=[CH:15][C:4]=1[O:5][CH:6]([C:11]([O:13]C)=O)[C:7]([O:9]C)=O.C[O-].[Na+].Cl.[N:23]1[CH:28]=[CH:27][CH:26]=[C:25]([C:29](=[NH:31])[NH2:30])[N:24]=1. (2) Given the product [CH3:4][C:5]1[C:6]2[O:28][CH:27]=[CH:26][C:7]=2[C:8]([N:11]2[CH2:12][CH2:13][N:14]([CH2:17][CH2:18][C@H:19]3[CH2:20][CH2:21][C@H:22]([NH:25][C:36](=[O:37])[CH2:35][CH:32]4[CH2:33][CH2:34][O:29][CH2:30][CH2:31]4)[CH2:23][CH2:24]3)[CH2:15][CH2:16]2)=[N:9][CH:10]=1, predict the reactants needed to synthesize it. The reactants are: Cl.Cl.Cl.[CH3:4][C:5]1[C:6]2[O:28][CH:27]=[CH:26][C:7]=2[C:8]([N:11]2[CH2:16][CH2:15][N:14]([CH2:17][CH2:18][C@H:19]3[CH2:24][CH2:23][C@H:22]([NH2:25])[CH2:21][CH2:20]3)[CH2:13][CH2:12]2)=[N:9][CH:10]=1.[O:29]1[CH2:34][CH2:33][CH:32]([CH2:35][C:36](O)=[O:37])[CH2:31][CH2:30]1. (3) Given the product [CH3:9][O:8][CH2:7][C:5]1[O:6][C:2]([C:19]2[CH:18]=[N:17][C:16]([O:15][CH3:14])=[CH:21][CH:20]=2)=[CH:3][C:4]=1[C:10]([O:12][CH3:13])=[O:11], predict the reactants needed to synthesize it. The reactants are: Br[C:2]1[O:6][C:5]([CH2:7][O:8][CH3:9])=[C:4]([C:10]([O:12][CH3:13])=[O:11])[CH:3]=1.[CH3:14][O:15][C:16]1[CH:21]=[CH:20][C:19](B(O)O)=[CH:18][N:17]=1.C(=O)([O-])[O-].[Na+].[Na+].COCCOC. (4) Given the product [C:9]([C:4]1[CH:5]=[C:6]([F:8])[CH:7]=[C:2]([F:1])[C:3]=1[O:12][CH2:14][C:15]([OH:17])=[O:16])(=[O:11])[CH3:10], predict the reactants needed to synthesize it. The reactants are: [F:1][C:2]1[C:3]([OH:12])=[C:4]([C:9](=[O:11])[CH3:10])[CH:5]=[C:6]([F:8])[CH:7]=1.Br[CH2:14][C:15]([O:17]C)=[O:16].C(=O)([O-])[O-].[K+].[K+].[OH-].[Na+]. (5) Given the product [NH2:1][C:4]1[CH:13]=[C:12]2[C:7]([CH2:8][CH2:9][NH:10][C:11]2=[O:14])=[CH:6][CH:5]=1, predict the reactants needed to synthesize it. The reactants are: [N+:1]([C:4]1[CH:13]=[C:12]2[C:7]([CH2:8][CH2:9][NH:10][C:11]2=[O:14])=[CH:6][CH:5]=1)([O-])=O.